From a dataset of Retrosynthesis with 50K atom-mapped reactions and 10 reaction types from USPTO. Predict the reactants needed to synthesize the given product. (1) Given the product NNc1nc2c(s1)CCOc1ccc(Br)cc1-2, predict the reactants needed to synthesize it. The reactants are: NNC(N)=S.O=C1c2cc(Br)ccc2OCCC1Br. (2) Given the product [O-][n+]1cccc2cc(OC(F)(F)F)ccc21, predict the reactants needed to synthesize it. The reactants are: FC(F)(F)Oc1ccc2ncccc2c1.OO. (3) Given the product CCCNc1nc(C)cc(C(=N)NO)n1, predict the reactants needed to synthesize it. The reactants are: CCCN.Cc1cc(C(=N)NO)nc(Cl)n1. (4) Given the product CCCCCCCOc1ccc(-c2ncc(C#N)cn2)cc1, predict the reactants needed to synthesize it. The reactants are: CCCCCCCOc1ccc(-c2ncc(C#N)c(Cl)n2)cc1. (5) Given the product COc1cccc(C2OC(CCO)c3ccc(C=C(C)C)n3-c3ccc(Cl)cc32)c1OC, predict the reactants needed to synthesize it. The reactants are: COC(=O)CC1OC(c2cccc(OC)c2OC)c2cc(Cl)ccc2-n2c(C=C(C)C)ccc21.